Regression. Given two drug SMILES strings and cell line genomic features, predict the synergy score measuring deviation from expected non-interaction effect. From a dataset of NCI-60 drug combinations with 297,098 pairs across 59 cell lines. (1) Drug 1: COC1=CC(=CC(=C1O)OC)C2C3C(COC3=O)C(C4=CC5=C(C=C24)OCO5)OC6C(C(C7C(O6)COC(O7)C8=CC=CS8)O)O. Drug 2: CCC1(CC2CC(C3=C(CCN(C2)C1)C4=CC=CC=C4N3)(C5=C(C=C6C(=C5)C78CCN9C7C(C=CC9)(C(C(C8N6C)(C(=O)OC)O)OC(=O)C)CC)OC)C(=O)OC)O.OS(=O)(=O)O. Cell line: HL-60(TB). Synergy scores: CSS=91.3, Synergy_ZIP=7.77, Synergy_Bliss=6.99, Synergy_Loewe=5.27, Synergy_HSA=7.21. (2) Drug 1: C1CCC(C(C1)N)N.C(=O)(C(=O)[O-])[O-].[Pt+4]. Drug 2: C1C(C(OC1N2C=NC(=NC2=O)N)CO)O. Cell line: MCF7. Synergy scores: CSS=30.0, Synergy_ZIP=-8.04, Synergy_Bliss=-6.83, Synergy_Loewe=-2.31, Synergy_HSA=-1.38. (3) Drug 1: C1=C(C(=O)NC(=O)N1)F. Drug 2: CCN(CC)CCNC(=O)C1=C(NC(=C1C)C=C2C3=C(C=CC(=C3)F)NC2=O)C. Cell line: BT-549. Synergy scores: CSS=27.7, Synergy_ZIP=0.209, Synergy_Bliss=-3.93, Synergy_Loewe=-6.98, Synergy_HSA=-6.90. (4) Drug 1: C1=CC=C(C(=C1)C(C2=CC=C(C=C2)Cl)C(Cl)Cl)Cl. Drug 2: CC12CCC3C(C1CCC2OP(=O)(O)O)CCC4=C3C=CC(=C4)OC(=O)N(CCCl)CCCl.[Na+]. Cell line: MCF7. Synergy scores: CSS=-1.98, Synergy_ZIP=2.31, Synergy_Bliss=0.125, Synergy_Loewe=-3.84, Synergy_HSA=-5.01. (5) Drug 2: CCC(=C(C1=CC=CC=C1)C2=CC=C(C=C2)OCCN(C)C)C3=CC=CC=C3.C(C(=O)O)C(CC(=O)O)(C(=O)O)O. Cell line: COLO 205. Synergy scores: CSS=50.7, Synergy_ZIP=3.73, Synergy_Bliss=5.91, Synergy_Loewe=-0.860, Synergy_HSA=0.673. Drug 1: CC(CN1CC(=O)NC(=O)C1)N2CC(=O)NC(=O)C2. (6) Drug 1: C1=NC(=NC(=O)N1C2C(C(C(O2)CO)O)O)N. Drug 2: CC1=C(C(=CC=C1)Cl)NC(=O)C2=CN=C(S2)NC3=CC(=NC(=N3)C)N4CCN(CC4)CCO. Cell line: NCI/ADR-RES. Synergy scores: CSS=1.43, Synergy_ZIP=1.24, Synergy_Bliss=2.74, Synergy_Loewe=0.623, Synergy_HSA=0.648.